This data is from Buchwald-Hartwig C-N cross coupling reaction yields with 55,370 reactions. The task is: Predict the reaction yield, written as a fraction of the theoretical maximum amount of product (1.0 means a 100% yield; for example, 0.34 means a 34% yield). The reactants are COc1ccc(Cl)cc1.Cc1ccc(N)cc1.O=S(=O)(O[Pd]1c2ccccc2-c2ccccc2N~1)C(F)(F)F.COc1ccc(OC)c(P(C(C)(C)C)C(C)(C)C)c1-c1c(C(C)C)cc(C(C)C)cc1C(C)C.CN1CCCN2CCCN=C12.Cc1ccon1. No catalyst specified. The product is COc1ccc(Nc2ccc(C)cc2)cc1. The yield is 0.00354.